From a dataset of Forward reaction prediction with 1.9M reactions from USPTO patents (1976-2016). Predict the product of the given reaction. (1) Given the reactants [C:1](=[O:12])(OC(Cl)(Cl)Cl)OC(Cl)(Cl)Cl.[NH2:13][CH2:14][CH:15]1[CH2:17][CH2:16]1.[C@H:18]1([NH:27][C:28]2[CH:37]=[CH:36][C:35]3[C:30](=[CH:31][CH:32]=[C:33]([NH2:38])[CH:34]=3)[N:29]=2)[C:26]2[C:21](=[CH:22][CH:23]=[CH:24][CH:25]=2)[CH2:20][CH2:19]1, predict the reaction product. The product is: [CH:15]1([CH2:14][NH:13][C:1]([NH:38][C:33]2[CH:34]=[C:35]3[C:30](=[CH:31][CH:32]=2)[N:29]=[C:28]([NH:27][C@H:18]2[C:26]4[C:21](=[CH:22][CH:23]=[CH:24][CH:25]=4)[CH2:20][CH2:19]2)[CH:37]=[CH:36]3)=[O:12])[CH2:17][CH2:16]1. (2) The product is: [F:1][C:2]1[CH:7]=[CH:6][C:5]([O:8][CH3:9])=[CH:4][C:3]=1[C:10]1[CH:15]=[CH:14][C:13]([OH:16])=[CH:12][C:11]=1[CH:26]([F:32])[CH2:27][C:28]([CH3:30])([CH3:29])[CH3:31]. Given the reactants [F:1][C:2]1[CH:7]=[CH:6][C:5]([O:8][CH3:9])=[CH:4][C:3]=1[C:10]1[CH:15]=[CH:14][C:13]([O:16]CC2C=CC(OC)=CC=2)=[CH:12][C:11]=1[CH:26]([F:32])[CH2:27][C:28]([CH3:31])([CH3:30])[CH3:29], predict the reaction product. (3) Given the reactants [NH2:1][C@@H:2]([CH2:33][C:34]1[CH:39]=[CH:38][CH:37]=[CH:36][CH:35]=1)[C@@H:3]([OH:32])[CH2:4][C@@H:5]([NH:19][C:20]([C@@H:22]([NH:27][C:28](=[O:31])[O:29][CH3:30])[C:23]([CH3:26])([CH3:25])[CH3:24])=[O:21])[CH2:6][C:7]1[CH:12]=[CH:11][C:10]([C:13]2[CH:18]=[CH:17][CH:16]=[CH:15][N:14]=2)=[CH:9][CH:8]=1.[CH3:40][O:41][C:42]([NH:44][C@@H:45]([C:49]([CH3:53])([S:51][CH3:52])[CH3:50])[C:46](O)=[O:47])=[O:43].CCOP(ON1N=NC2C=CC=CC=2C1=O)(OCC)=O.C(N(CC)C(C)C)(C)C, predict the reaction product. The product is: [CH2:33]([C@@H:2]([C@@H:3]([OH:32])[CH2:4][C@H:5]([CH2:6][C:7]1[CH:12]=[CH:11][C:10]([C:13]2[CH:18]=[CH:17][CH:16]=[CH:15][N:14]=2)=[CH:9][CH:8]=1)[NH:19][C:20](=[O:21])[C@H:22]([C:23]([CH3:26])([CH3:25])[CH3:24])[NH:27][C:28](=[O:31])[O:29][CH3:30])[NH:1][C:46](=[O:47])[C@@H:45]([NH:44][C:42](=[O:43])[O:41][CH3:40])[C:49]([CH3:53])([S:51][CH3:52])[CH3:50])[C:34]1[CH:35]=[CH:36][CH:37]=[CH:38][CH:39]=1.